Dataset: Peptide-MHC class I binding affinity with 185,985 pairs from IEDB/IMGT. Task: Regression. Given a peptide amino acid sequence and an MHC pseudo amino acid sequence, predict their binding affinity value. This is MHC class I binding data. (1) The peptide sequence is MLEGETKLY. The MHC is HLA-A31:01 with pseudo-sequence HLA-A31:01. The binding affinity (normalized) is 0. (2) The peptide sequence is AANEIRISK. The MHC is HLA-A69:01 with pseudo-sequence HLA-A69:01. The binding affinity (normalized) is 0.0847. (3) The peptide sequence is NTTTFITVL. The MHC is HLA-A02:06 with pseudo-sequence HLA-A02:06. The binding affinity (normalized) is 0.496. (4) The peptide sequence is LVLQAGFFLL. The MHC is HLA-A68:02 with pseudo-sequence HLA-A68:02. The binding affinity (normalized) is 0.296. (5) The peptide sequence is LAYRKQNMDDI. The MHC is Mamu-A02 with pseudo-sequence Mamu-A02. The binding affinity (normalized) is 0. (6) The peptide sequence is MMYASWGVH. The MHC is HLA-B07:02 with pseudo-sequence HLA-B07:02. The binding affinity (normalized) is 0.0847. (7) The binding affinity (normalized) is 0.0847. The MHC is HLA-B27:05 with pseudo-sequence HLA-B27:05. The peptide sequence is YPITADKRI. (8) The peptide sequence is SDVTNRLEI. The MHC is HLA-A02:01 with pseudo-sequence HLA-A02:01. The binding affinity (normalized) is 0.203. (9) The peptide sequence is RRNRKALWL. The MHC is HLA-B39:01 with pseudo-sequence HLA-B39:01. The binding affinity (normalized) is 0.0847. (10) The peptide sequence is QIYAGIKVK. The MHC is HLA-A30:01 with pseudo-sequence HLA-A30:01. The binding affinity (normalized) is 0.320.